From a dataset of Forward reaction prediction with 1.9M reactions from USPTO patents (1976-2016). Predict the product of the given reaction. (1) The product is: [CH3:30][O:29][C:24]1[CH:25]=[CH:26][CH:27]=[CH:28][C:23]=1[CH2:22][CH2:21][C@H:9]1[CH2:10][NH:11][CH2:12][CH2:13][NH:8]1. Given the reactants C([N:8]1[CH2:13][CH2:12][N:11](CC2C=CC=CC=2)[CH2:10][C@@H:9]1[CH2:21][CH2:22][C:23]1[CH:28]=[CH:27][CH:26]=[CH:25][C:24]=1[O:29][CH3:30])C1C=CC=CC=1.C([O-])=O.[NH4+], predict the reaction product. (2) Given the reactants [NH2:1][C:2]1[C:3]([C:7]2[NH:23][C:10]3=[CH:11][C:12]4[C:13]([CH3:22])([CH3:21])[C:14](=[O:20])[N:15]([CH2:18][CH3:19])[C:16]=4[CH:17]=[C:9]3[N:8]=2)=[N:4][NH:5][CH:6]=1.[C:24](OC(=O)C)(=[O:26])[CH3:25], predict the reaction product. The product is: [CH2:18]([N:15]1[C:16]2[CH:17]=[C:9]3[N:8]=[C:7]([C:3]4[C:2]([NH:1][C:24](=[O:26])[CH3:25])=[CH:6][NH:5][N:4]=4)[NH:23][C:10]3=[CH:11][C:12]=2[C:13]([CH3:22])([CH3:21])[C:14]1=[O:20])[CH3:19]. (3) Given the reactants [F:1][C:2]1[CH:7]=[CH:6][CH:5]=[C:4]([F:8])[CH:3]=1.C([Li])CCC.[I:14]I.[O-]S([O-])(=S)=O.[Na+].[Na+], predict the reaction product. The product is: [F:1][C:2]1[CH:7]=[CH:6][CH:5]=[C:4]([F:8])[C:3]=1[I:14]. (4) Given the reactants [Br:1][C:2]1[CH:15]=[CH:14][C:5]2[N:6]=[C:7]([CH:9]3[CH2:12][C:11](=[CH2:13])[CH2:10]3)[S:8][C:4]=2[CH:3]=1.B.C1C[O:20]CC1.OO.[OH-].[Na+], predict the reaction product. The product is: [Br:1][C:2]1[CH:15]=[CH:14][C:5]2[N:6]=[C:7]([CH:9]3[CH2:10][CH:11]([CH2:13][OH:20])[CH2:12]3)[S:8][C:4]=2[CH:3]=1. (5) Given the reactants [NH2:1][C:2]1[C:3]([C:9]([O:11]C)=O)=[N:4][C:5]([Br:8])=[CH:6][CH:7]=1.[NH3:13], predict the reaction product. The product is: [NH2:1][C:2]1[C:3]([C:9]([NH2:13])=[O:11])=[N:4][C:5]([Br:8])=[CH:6][CH:7]=1.